This data is from Forward reaction prediction with 1.9M reactions from USPTO patents (1976-2016). The task is: Predict the product of the given reaction. (1) Given the reactants [ClH:1].Cl.[C:3]([C:6]1[CH:7]=[C:8](/[CH:12]=[C:13](\[CH3:34])/[CH2:14][N:15]([C:21]2[CH:26]=[CH:25][C:24]([O:27][CH:28]3[CH2:33][CH2:32][NH:31][CH2:30][CH2:29]3)=[CH:23][CH:22]=2)[S:16]([CH2:19][CH3:20])(=[O:18])=[O:17])[CH:9]=[CH:10][CH:11]=1)(=[NH:5])[NH2:4].Cl.[C:36](=[NH:41])(OCC)[CH3:37].C(N(CC)CC)C.Cl, predict the reaction product. The product is: [ClH:1].[ClH:1].[C:36]([N:31]1[CH2:32][CH2:33][CH:28]([O:27][C:24]2[CH:23]=[CH:22][C:21]([N:15]([CH2:14]/[C:13](/[CH3:34])=[CH:12]/[C:8]3[CH:9]=[CH:10][CH:11]=[C:6]([C:3](=[NH:4])[NH2:5])[CH:7]=3)[S:16]([CH2:19][CH3:20])(=[O:18])=[O:17])=[CH:26][CH:25]=2)[CH2:29][CH2:30]1)(=[NH:41])[CH3:37]. (2) Given the reactants Cl[C:2]1[N:7]=[C:6]([NH:8][CH2:9][CH2:10][CH3:11])[N:5]=[C:4]([NH:12][O:13][C:14]2[CH:19]=[CH:18][C:17]([F:20])=[CH:16][CH:15]=2)[N:3]=1.[CH2:21]([NH2:24])[C:22]#[CH:23].O, predict the reaction product. The product is: [F:20][C:17]1[CH:18]=[CH:19][C:14]([O:13][NH:12][C:4]2[N:5]=[C:6]([NH:8][CH2:9][CH2:10][CH3:11])[N:7]=[C:2]([NH:24][CH2:21][C:22]#[CH:23])[N:3]=2)=[CH:15][CH:16]=1. (3) Given the reactants C=O.[NH:3]1[CH2:8][CH2:7][O:6][CH2:5][CH2:4]1.[Br:9][C:10]1[C:11]([O:25]C)=[CH:12][C:13]2[S:17][C:16]([NH:18][C:19]([NH:21][CH2:22][CH3:23])=[O:20])=[N:15][C:14]=2[CH:24]=1.[CH3:27]COC(C)=O, predict the reaction product. The product is: [Br:9][C:10]1[C:11]([OH:25])=[C:12]([CH2:27][N:3]2[CH2:8][CH2:7][O:6][CH2:5][CH2:4]2)[C:13]2[S:17][C:16]([NH:18][C:19]([NH:21][CH2:22][CH3:23])=[O:20])=[N:15][C:14]=2[CH:24]=1. (4) Given the reactants [OH:1][C:2]1[CH:11]=[C:10]2[C:5]([C:6](=[O:20])[N:7]([CH2:12][O:13][C:14](=[O:19])[C:15]([CH3:18])([CH3:17])[CH3:16])[CH:8]=[N:9]2)=[CH:4][C:3]=1[O:21][CH3:22].C(=O)([O-])[O-].[K+].[K+].[Cl:29][CH:30](Cl)[CH3:31], predict the reaction product. The product is: [Cl:29][CH2:30][CH2:31][O:1][C:2]1[CH:11]=[C:10]2[C:5]([C:6](=[O:20])[N:7]([CH2:12][O:13][C:14](=[O:19])[C:15]([CH3:16])([CH3:17])[CH3:18])[CH:8]=[N:9]2)=[CH:4][C:3]=1[O:21][CH3:22]. (5) Given the reactants [OH:1][CH2:2][C:3]1[CH:8]=[CH:7][C:6]([OH:9])=[CH:5][CH:4]=1.[CH3:10][N:11]([C:15]1[CH:20]=[CH:19][CH:18]=[CH:17][CH:16]=1)[C:12](Cl)=[O:13], predict the reaction product. The product is: [OH:1][CH2:2][C:3]1[CH:8]=[CH:7][C:6]([O:9][C:12](=[O:13])[N:11]([CH3:10])[C:15]2[CH:20]=[CH:19][CH:18]=[CH:17][CH:16]=2)=[CH:5][CH:4]=1. (6) Given the reactants [C:1](Cl)(=[O:3])[CH3:2].C(N(CC)CC)C.[Cl:12][C:13]1[N:22]=[C:21]([N:23]2[CH2:28][CH2:27][CH2:26][C@@H:25]([NH2:29])[CH2:24]2)[C:20]2[C:15](=[CH:16][C:17]([O:32][CH3:33])=[C:18]([O:30][CH3:31])[CH:19]=2)[N:14]=1, predict the reaction product. The product is: [Cl:12][C:13]1[N:22]=[C:21]([N:23]2[CH2:28][CH2:27][CH2:26][C@@H:25]([NH:29][C:1](=[O:3])[CH3:2])[CH2:24]2)[C:20]2[C:15](=[CH:16][C:17]([O:32][CH3:33])=[C:18]([O:30][CH3:31])[CH:19]=2)[N:14]=1. (7) Given the reactants [CH3:1][O:2][C:3](=[O:16])[C:4]1[C:9]([CH:10]2[CH:14](N)[CH2:13][O:12][O:11]2)=[CH:8][CH:7]=[CH:6][CH:5]=1.N([O-])=O.[Na+].[I-:21].[K+], predict the reaction product. The product is: [CH3:1][O:2][C:3](=[O:16])[C:4]1[C:9]([CH:10]2[CH:14]([I:21])[CH2:13][O:12][O:11]2)=[CH:8][CH:7]=[CH:6][CH:5]=1. (8) Given the reactants [NH2:1][C:2]1[S:10][C:5]2[CH2:6][O:7][CH2:8][CH2:9][C:4]=2[C:3]=1[C:11]([O:13][C:14]([CH3:17])([CH3:16])[CH3:15])=[O:12].[CH2:18]1[CH2:22][O:21][CH2:20][CH2:19]1, predict the reaction product. The product is: [C:20]([NH:1][C:2](=[S:10])[NH:1][C:2]1[S:10][C:5]2[CH2:6][O:7][CH2:8][CH2:9][C:4]=2[C:3]=1[C:11]([O:13][C:14]([CH3:17])([CH3:16])[CH3:15])=[O:12])(=[O:21])[C:19]1[CH:18]=[CH:22][CH:11]=[CH:3][CH:4]=1.